This data is from Catalyst prediction with 721,799 reactions and 888 catalyst types from USPTO. The task is: Predict which catalyst facilitates the given reaction. (1) Reactant: [F:1][C:2]1[CH:3]=[CH:4][C:5]2[N:9]=[C:8]([CH:10]([CH3:12])[CH3:11])[N:7]([C:13]3[C:21]4[O:20][CH2:19][C@@H:18]([NH:22][C:23]5[CH:35]=[CH:34][C:26]6[C@H:27]([CH2:30][C:31]([OH:33])=[O:32])[CH2:28][O:29][C:25]=6[CH:24]=5)[C:17]=4[CH:16]=[CH:15][CH:14]=3)[C:6]=2[CH:36]=1.[OH-].[Na+:38].C(#N)C. Product: [F:1][C:2]1[CH:3]=[CH:4][C:5]2[N:9]=[C:8]([CH:10]([CH3:12])[CH3:11])[N:7]([C:13]3[C:21]4[O:20][CH2:19][C@@H:18]([NH:22][C:23]5[CH:35]=[CH:34][C:26]6[C@H:27]([CH2:30][C:31]([O-:33])=[O:32])[CH2:28][O:29][C:25]=6[CH:24]=5)[C:17]=4[CH:16]=[CH:15][CH:14]=3)[C:6]=2[CH:36]=1.[Na+:38]. The catalyst class is: 6. (2) Reactant: Cl.[NH2:2][C@H:3]([CH:19]([CH3:21])[CH3:20])[C:4]([N:6]1[CH2:11][CH2:10][CH:9]([C:12]2[CH:17]=[CH:16][C:15]([Cl:18])=[CH:14][CH:13]=2)[CH2:8][CH2:7]1)=[O:5].CCN(C(C)C)C(C)C.[C:31]([N:39]=[C:40]=[S:41])(=[O:38])[C:32]1[CH:37]=[CH:36][CH:35]=[CH:34][CH:33]=1.Cl. Product: [Cl:18][C:15]1[CH:14]=[CH:13][C:12]([CH:9]2[CH2:10][CH2:11][N:6]([C:4](=[O:5])[C@H:3]([NH:2][C:40]([NH:39][C:31](=[O:38])[C:32]3[CH:33]=[CH:34][CH:35]=[CH:36][CH:37]=3)=[S:41])[CH:19]([CH3:21])[CH3:20])[CH2:7][CH2:8]2)=[CH:17][CH:16]=1. The catalyst class is: 2. (3) Reactant: Br[C:2]1(Br)[CH2:10][C:9]([CH3:12])([CH3:11])[C:8]2[NH:7][N:6]=[CH:5][C:4]=2[C:3]1=O.[N:15]1[CH:20]=[CH:19][CH:18]=[N:17][C:16]=1[NH:21][C:22]([NH2:24])=[S:23]. Product: [CH3:11][C:9]1([CH3:12])[C:8]2[NH:7][N:6]=[CH:5][C:4]=2[C:3]2[N:24]=[C:22]([NH:21][C:16]3[N:17]=[CH:18][CH:19]=[CH:20][N:15]=3)[S:23][C:2]=2[CH2:10]1. The catalyst class is: 8. (4) Reactant: [N+:1]([C:4]1[CH:9]=[C:8]([Cl:10])[CH:7]=[CH:6][C:5]=1[OH:11])([O-:3])=[O:2].[CH2:12](Br)[C:13]1[CH:18]=[CH:17][CH:16]=[CH:15][CH:14]=1.C(=O)([O-])[O-].[K+].[K+].CN(C=O)C. Product: [CH2:12]([O:11][C:5]1[CH:6]=[CH:7][C:8]([Cl:10])=[CH:9][C:4]=1[N+:1]([O-:3])=[O:2])[C:13]1[CH:18]=[CH:17][CH:16]=[CH:15][CH:14]=1. The catalyst class is: 6. (5) Reactant: [OH:1][C:2]1[C:3]([CH:15]([C:27]2[CH:32]=[CH:31][CH:30]=[CH:29][CH:28]=2)[NH:16][C:17](=[O:26])[CH2:18][O:19][C:20]2[CH:25]=[CH:24][CH:23]=[CH:22][CH:21]=2)=[CH:4][C:5]([N+:12]([O-])=O)=[C:6]2[C:11]=1[N:10]=[CH:9][CH:8]=[CH:7]2. Product: [NH2:12][C:5]1[CH:4]=[C:3]([CH:15]([C:27]2[CH:32]=[CH:31][CH:30]=[CH:29][CH:28]=2)[NH:16][C:17](=[O:26])[CH2:18][O:19][C:20]2[CH:25]=[CH:24][CH:23]=[CH:22][CH:21]=2)[C:2]([OH:1])=[C:11]2[C:6]=1[CH:7]=[CH:8][CH:9]=[N:10]2. The catalyst class is: 123.